From a dataset of Catalyst prediction with 721,799 reactions and 888 catalyst types from USPTO. Predict which catalyst facilitates the given reaction. (1) Reactant: [F:1][C:2]([F:7])([F:6])[C:3]([OH:5])=[O:4].[NH2:8][C:9]1[C:18]2[N:19]=[C:20]3[CH2:26][N:25](C(OC(C)(C)C)=O)[CH2:24][CH2:23][CH2:22][N:21]3[C:17]=2[C:16]2[C:11](=[CH:12][C:13]([O:34][CH2:35][C:36]3[CH:41]=[CH:40][CH:39]=[CH:38][CH:37]=3)=[CH:14][CH:15]=2)[N:10]=1. Product: [F:1][C:2]([F:7])([F:6])[C:3]([OH:5])=[O:4].[CH2:35]([O:34][C:13]1[CH:12]=[C:11]2[C:16]([C:17]3[N:21]4[CH2:22][CH2:23][CH2:24][NH:25][CH2:26][C:20]4=[N:19][C:18]=3[C:9]([NH2:8])=[N:10]2)=[CH:15][CH:14]=1)[C:36]1[CH:37]=[CH:38][CH:39]=[CH:40][CH:41]=1. The catalyst class is: 4. (2) Reactant: [NH:1]=[C:2](SC)[C:3]1[C:4]([CH3:16])=[CH:5][C:6]([CH:13]([CH3:15])[CH3:14])=[C:7]([CH:12]=1)[C:8]([O:10][CH3:11])=[O:9].[CH3:19][O:20][CH2:21][C:22]([NH:24][NH2:25])=O. Product: [CH:13]([C:6]1[CH:5]=[C:4]([CH3:16])[C:3]([C:2]2[NH:1][C:22]([CH2:21][O:20][CH3:19])=[N:24][N:25]=2)=[CH:12][C:7]=1[C:8]([O:10][CH3:11])=[O:9])([CH3:15])[CH3:14]. The catalyst class is: 15. (3) Reactant: [Br:1][C:2]1[CH:3]=[CH:4][C:5]([O:31]C)=[C:6]([C:8]([C:10]2[C:11](F)=[N:12][C:13]([F:29])=[C:14]([Sn:16]([CH2:25][CH2:26][CH2:27][CH3:28])([CH2:21][CH2:22][CH2:23][CH3:24])[CH2:17][CH2:18][CH2:19][CH3:20])[CH:15]=2)=[O:9])[CH:7]=1.BrB1C2CCCC1CCC2. Product: [Br:1][C:2]1[CH:7]=[C:6]2[C:5](=[CH:4][CH:3]=1)[O:31][C:11]1=[N:12][C:13]([F:29])=[C:14]([Sn:16]([CH2:25][CH2:26][CH2:27][CH3:28])([CH2:17][CH2:18][CH2:19][CH3:20])[CH2:21][CH2:22][CH2:23][CH3:24])[CH:15]=[C:10]1[C:8]2=[O:9]. The catalyst class is: 2. (4) Reactant: [F:1][C:2]1[CH:3]=[C:4]([CH:11]=[C:12]([O:18][CH3:19])[C:13]=1[O:14][CH2:15][C:16]#[CH:17])[C:5]([O:7]CC#C)=[O:6].[OH-].[Na+]. Product: [F:1][C:2]1[CH:3]=[C:4]([CH:11]=[C:12]([O:18][CH3:19])[C:13]=1[O:14][CH2:15][C:16]#[CH:17])[C:5]([OH:7])=[O:6]. The catalyst class is: 5. (5) Reactant: [Br:1][C:2]1[C:6](Br)=[C:5]([Br:8])[NH:4][N:3]=1.[CH2:9]([O:11]CC)C.C([Li])CCC.CN(C)C=O. Product: [Br:8][C:5]1[C:6]([CH:9]=[O:11])=[C:2]([Br:1])[NH:3][N:4]=1. The catalyst class is: 6. (6) Product: [Cl:26][CH2:25][CH2:24][N:4]1[CH2:5][CH2:6][N:1]([C:7]([O:9][CH2:10][C:11]2[CH:16]=[CH:15][CH:14]=[CH:13][CH:12]=2)=[O:8])[CH2:2][CH2:3]1. Reactant: [N:1]1([C:7]([O:9][CH2:10][C:11]2[CH:16]=[CH:15][CH:14]=[CH:13][CH:12]=2)=[O:8])[CH2:6][CH2:5][NH:4][CH2:3][CH2:2]1.C([O-])([O-])=O.[K+].[K+].Br[CH2:24][CH2:25][Cl:26]. The catalyst class is: 10.